This data is from Full USPTO retrosynthesis dataset with 1.9M reactions from patents (1976-2016). The task is: Predict the reactants needed to synthesize the given product. Given the product [OH:5][C:4]([CH2:6][C:7]1[C:8](=[O:20])[CH2:9][C@@H:10]([O:12][Si:13]([CH2:16][CH3:17])([CH2:18][CH3:19])[CH2:14][CH3:15])[CH:11]=1)=[O:3], predict the reactants needed to synthesize it. The reactants are: C([O:3][C:4]([CH2:6][C:7]1[C:8](=[O:20])[CH2:9][C@@H:10]([O:12][Si:13]([CH2:18][CH3:19])([CH2:16][CH3:17])[CH2:14][CH3:15])[CH:11]=1)=[O:5])C.[OH-].[Na+].